This data is from Peptide-MHC class II binding affinity with 134,281 pairs from IEDB. The task is: Regression. Given a peptide amino acid sequence and an MHC pseudo amino acid sequence, predict their binding affinity value. This is MHC class II binding data. (1) The MHC is DRB1_1101 with pseudo-sequence DRB1_1101. The binding affinity (normalized) is 0. The peptide sequence is GRYKDEKDVTDITVK. (2) The peptide sequence is VPPADKYKTFEAAFT. The MHC is DRB1_0802 with pseudo-sequence DRB1_0802. The binding affinity (normalized) is 0.0639. (3) The peptide sequence is INEPTAACIAYGLDR. The MHC is HLA-DQA10102-DQB10602 with pseudo-sequence HLA-DQA10102-DQB10602. The binding affinity (normalized) is 0.860. (4) The peptide sequence is WYVDTEIINEFLIDT. The MHC is DRB1_0101 with pseudo-sequence DRB1_0101. The binding affinity (normalized) is 0.375. (5) The peptide sequence is NRQIMDNSAKYVEHD. The MHC is HLA-DQA10501-DQB10201 with pseudo-sequence HLA-DQA10501-DQB10201. The binding affinity (normalized) is 0.322. (6) The peptide sequence is GPPVEASAAALAGDA. The MHC is HLA-DQA10101-DQB10501 with pseudo-sequence HLA-DQA10101-DQB10501. The binding affinity (normalized) is 0.0308. (7) The peptide sequence is RFYKTLRAEQASQ. The binding affinity (normalized) is 0.427. The MHC is DRB1_0901 with pseudo-sequence DRB1_0901. (8) The peptide sequence is YVIRAQLHVGAKQEN. The MHC is DRB1_0405 with pseudo-sequence DRB1_0405. The binding affinity (normalized) is 0.103.